This data is from Catalyst prediction with 721,799 reactions and 888 catalyst types from USPTO. The task is: Predict which catalyst facilitates the given reaction. (1) Reactant: [C:1]([C:3]1[CH:4]=[C:5]([C:13]2[O:17][N:16]=[C:15]([C:18]3[CH:23]=[CH:22][C:21]([O:24][CH2:25][CH2:26][CH2:27][C:28]([O:30]CC)=[O:29])=[CH:20][C:19]=3[F:33])[N:14]=2)[CH:6]=[CH:7][C:8]=1[O:9][CH:10]([CH3:12])[CH3:11])#[N:2].[OH-].[Na+]. Product: [C:1]([C:3]1[CH:4]=[C:5]([C:13]2[O:17][N:16]=[C:15]([C:18]3[CH:23]=[CH:22][C:21]([O:24][CH2:25][CH2:26][CH2:27][C:28]([OH:30])=[O:29])=[CH:20][C:19]=3[F:33])[N:14]=2)[CH:6]=[CH:7][C:8]=1[O:9][CH:10]([CH3:12])[CH3:11])#[N:2]. The catalyst class is: 252. (2) Reactant: [CH:1]1([C:7]2[C:8]3[CH:24]=[CH:23][C:22]([C:25](Cl)=[O:26])=[CH:21][C:9]=3[N:10]3[C:16]=2[C:15]2[CH:17]=[CH:18][CH:19]=[CH:20][C:14]=2[O:13][CH2:12][CH2:11]3)[CH2:6][CH2:5][CH2:4][CH2:3][CH2:2]1.[NH2:28][C@@H:29]([CH2:34][C:35]1[CH:40]=[CH:39][C:38]([OH:41])=[CH:37][CH:36]=1)[C:30]([O:32][CH3:33])=[O:31].Cl. Product: [CH:1]1([C:7]2[C:8]3[CH:24]=[CH:23][C:22]([C:25]([NH:28][C@@H:29]([CH2:34][C:35]4[CH:36]=[CH:37][C:38]([OH:41])=[CH:39][CH:40]=4)[C:30]([O:32][CH3:33])=[O:31])=[O:26])=[CH:21][C:9]=3[N:10]3[C:16]=2[C:15]2[CH:17]=[CH:18][CH:19]=[CH:20][C:14]=2[O:13][CH2:12][CH2:11]3)[CH2:6][CH2:5][CH2:4][CH2:3][CH2:2]1. The catalyst class is: 22. (3) Reactant: [Cl:1][C:2]1[CH:3]=[C:4]2[NH:22][C:21]([O:23][C@@H:24]3[CH2:28][O:27][C@@H:26]4[C:29](=[O:32])[CH2:30][O:31][C@H:25]34)=[N:20][C:5]2=[N:6][C:7]=1[C:8]1[CH:13]=[CH:12][C:11]([C:14]2[CH:19]=[CH:18][CH:17]=[CH:16][CH:15]=2)=[CH:10][CH:9]=1.[CH:33]([Mg]Br)=[CH2:34].C([O-])(O)=O.[Na+]. Product: [Cl:1][C:2]1[CH:3]=[C:4]2[NH:22][C:21]([O:23][C@@H:24]3[CH2:28][O:27][C@@H:26]4[C@:29]([CH:33]=[CH2:34])([OH:32])[CH2:30][O:31][C@H:25]34)=[N:20][C:5]2=[N:6][C:7]=1[C:8]1[CH:13]=[CH:12][C:11]([C:14]2[CH:15]=[CH:16][CH:17]=[CH:18][CH:19]=2)=[CH:10][CH:9]=1. The catalyst class is: 1.